From a dataset of Full USPTO retrosynthesis dataset with 1.9M reactions from patents (1976-2016). Predict the reactants needed to synthesize the given product. (1) Given the product [CH3:1][C:2]1[N:3]=[C:4]([NH:7][C:8]([C:10]2[CH:15]=[C:14]([C:31]3[CH:30]=[CH:29][N:28]=[C:27]([F:26])[CH:32]=3)[CH:13]=[C:12]([CH3:25])[N:11]=2)=[O:9])[S:5][CH:6]=1, predict the reactants needed to synthesize it. The reactants are: [CH3:1][C:2]1[N:3]=[C:4]([NH:7][C:8]([C:10]2[CH:15]=[C:14](B3OC(C)(C)C(C)(C)O3)[CH:13]=[C:12]([CH3:25])[N:11]=2)=[O:9])[S:5][CH:6]=1.[F:26][C:27]1[CH:32]=[C:31](Br)[CH:30]=[CH:29][N:28]=1. (2) Given the product [CH:22]([NH:24][C:15]12[CH2:20][C:11]3([CH3:10])[CH2:18][CH:17]([CH2:19][C:13]([CH3:21])([CH2:12]3)[CH2:14]1)[CH2:16]2)=[O:23], predict the reactants needed to synthesize it. The reactants are: [N+]([O-])(O)=O.S(=O)(=O)(O)O.[CH3:10][C:11]12[CH2:20][CH:15]3[CH2:16][CH:17]([CH2:19][C:13]([CH3:21])([CH2:14]3)[CH2:12]1)[CH2:18]2.[CH:22]([NH2:24])=[O:23]. (3) Given the product [C:9]([O:8][C:6](=[O:7])[NH:5][C@@H:4]([C:3]1([OH:14])[CH2:22][CH:21]=[CH:20][CH2:24]1)[CH3:13])([CH3:10])([CH3:11])[CH3:12], predict the reactants needed to synthesize it. The reactants are: CO[C:3](=[O:14])[C@@H:4]([CH3:13])[NH:5][C:6]([O:8][C:9]([CH3:12])([CH3:11])[CH3:10])=[O:7].C([Mg]Br)C=C.[CH2:20]1[CH2:24]O[CH2:22][CH2:21]1. (4) Given the product [F:48][C:49]([F:54])([F:53])[C:50]([OH:52])=[O:51].[CH2:28]([N:25]([CH2:26][CH3:27])[C:23](=[O:24])[CH:22]([CH2:21][C:20]1[CH:46]=[CH:47][C:17]([NH:16][C:14]([CH:11]2[CH2:12][CH2:13][NH:8][CH2:9][CH2:10]2)=[O:15])=[CH:18][CH:19]=1)[C:30]([NH:32][S:33]([C:36]1[CH:45]=[CH:44][C:43]2[C:38](=[CH:39][CH:40]=[CH:41][CH:42]=2)[CH:37]=1)(=[O:34])=[O:35])=[O:31])[CH3:29], predict the reactants needed to synthesize it. The reactants are: C(OC([N:8]1[CH2:13][CH2:12][CH:11]([C:14]([NH:16][C:17]2[CH:47]=[CH:46][C:20]([CH2:21][CH:22]([C:30]([NH:32][S:33]([C:36]3[CH:45]=[CH:44][C:43]4[C:38](=[CH:39][CH:40]=[CH:41][CH:42]=4)[CH:37]=3)(=[O:35])=[O:34])=[O:31])[C:23]([N:25]([CH2:28][CH3:29])[CH2:26][CH3:27])=[O:24])=[CH:19][CH:18]=2)=[O:15])[CH2:10][CH2:9]1)=O)(C)(C)C.[F:48][C:49]([F:54])([F:53])[C:50]([OH:52])=[O:51]. (5) Given the product [CH3:33][Si:32]([CH3:35])([CH3:34])[CH2:31][CH2:30][O:29][CH2:28][N:1]1[C:6](=[O:7])[CH2:5][NH:4][C:3]2[N:8]=[CH:9][CH:10]=[CH:11][C:2]1=2, predict the reactants needed to synthesize it. The reactants are: [NH:1]1[C:6](=[O:7])[CH2:5][NH:4][C:3]2[N:8]=[CH:9][CH:10]=[CH:11][C:2]1=2.CN(C)C=O.C[Si](C)(C)[N-][Si](C)(C)C.[K+].Cl[CH2:28][O:29][CH2:30][CH2:31][Si:32]([CH3:35])([CH3:34])[CH3:33]. (6) Given the product [ClH:36].[CH2:17]([O:16][C:14](=[O:15])[NH:13][CH2:12][CH2:11][CH2:10][CH2:9][CH:8]([NH2:7])[C:24](=[O:25])[N:26]1[CH2:27][C:28]([F:34])([F:33])[C:29]([F:32])([F:31])[CH2:30]1)[C:18]1[CH:19]=[CH:20][CH:21]=[CH:22][CH:23]=1, predict the reactants needed to synthesize it. The reactants are: C(OC(=O)[NH:7][CH:8]([C:24]([N:26]1[CH2:30][C:29]([F:32])([F:31])[C:28]([F:34])([F:33])[CH2:27]1)=[O:25])[CH2:9][CH2:10][CH2:11][CH2:12][NH:13][C:14]([O:16][CH2:17][C:18]1[CH:23]=[CH:22][CH:21]=[CH:20][CH:19]=1)=[O:15])(C)(C)C.[ClH:36].